Dataset: Forward reaction prediction with 1.9M reactions from USPTO patents (1976-2016). Task: Predict the product of the given reaction. (1) Given the reactants [C:1]1([CH:7]([CH2:9][CH2:10][CH2:11][CH2:12][CH2:13][CH2:14][CH2:15][CH2:16][CH2:17][CH3:18])[CH3:8])[CH:6]=[CH:5][CH:4]=[CH:3][CH:2]=1.C=O.[Br-:21].[Na+].S(=O)(=O)(O)O.[C:28](O)(=O)C, predict the reaction product. The product is: [Br:21][CH2:28][C:2]1[CH:3]=[CH:4][CH:5]=[CH:6][C:1]=1[CH:7]([CH2:9][CH2:10][CH2:11][CH2:12][CH2:13][CH2:14][CH2:15][CH2:16][CH2:17][CH3:18])[CH3:8]. (2) Given the reactants [CH3:1][C:2]([O:5][C:6]([NH:8][CH:9]1[CH2:15][CH2:14][C:12](=O)[CH2:11][CH2:10]1)=[O:7])([CH3:4])[CH3:3].[C:16]([NH2:20])([CH3:19])([CH3:18])[CH3:17].[BH4-].[Na+].[OH-].[Na+], predict the reaction product. The product is: [C:2]([O:5][C:6](=[O:7])[NH:8][CH:9]1[CH2:15][CH2:14][CH:12]([NH:20][C:16]([CH3:19])([CH3:18])[CH3:17])[CH2:11][CH2:10]1)([CH3:4])([CH3:3])[CH3:1]. (3) Given the reactants [Cl:1][C:2]1[CH:3]=[C:4]([CH3:19])[C:5]([NH:8][S:9]([C:12]2[CH:17]=[CH:16][C:15]([F:18])=[CH:14][CH:13]=2)(=[O:11])=[O:10])=[N:6][CH:7]=1.[C:20](N=C(N(C)C)N(C)C)([CH3:23])([CH3:22])[CH3:21].BrCC(C)C, predict the reaction product. The product is: [Cl:1][C:2]1[CH:3]=[C:4]([CH3:19])[C:5]([N:8]([CH2:21][CH:20]([CH3:23])[CH3:22])[S:9]([C:12]2[CH:17]=[CH:16][C:15]([F:18])=[CH:14][CH:13]=2)(=[O:10])=[O:11])=[N:6][CH:7]=1. (4) The product is: [OH:9][CH2:8][CH2:7][O:6][P:5]([CH2:11][C:12]1[CH:17]=[CH:16][C:15]([NH2:18])=[C:14]([O:21][CH3:22])[CH:13]=1)(=[O:10])[O:4][CH2:3][CH2:2][OH:1]. Given the reactants [OH:1][CH2:2][CH2:3][O:4][P:5]([CH2:11][C:12]1[CH:17]=[CH:16][C:15]([N+:18]([O-])=O)=[C:14]([O:21][CH3:22])[CH:13]=1)(=[O:10])[O:6][CH2:7][CH2:8][OH:9].[H][H], predict the reaction product. (5) Given the reactants [ClH:1].[NH2:2][CH:3]1[CH:12]([CH2:13][C:14]2[CH:19]=[CH:18][CH:17]=[CH:16][CH:15]=2)[C:11]2[CH:10]=[C:9]([O:20][CH2:21][CH2:22][N:23]([CH3:33])[S:24]([C:27]3[N:28]=[CH:29][N:30]([CH3:32])[CH:31]=3)(=[O:26])=[O:25])[CH:8]=[CH:7][C:6]=2[CH2:5][CH2:4]1.Br[CH2:35][CH2:36][CH2:37][CH2:38]Br.C(N(CC)CC)C.O, predict the reaction product. The product is: [ClH:1].[CH2:13]([CH:12]1[C:11]2[CH:10]=[C:9]([O:20][CH2:21][CH2:22][N:23]([CH3:33])[S:24]([C:27]3[N:28]=[CH:29][N:30]([CH3:32])[CH:31]=3)(=[O:26])=[O:25])[CH:8]=[CH:7][C:6]=2[CH2:5][CH2:4][CH:3]1[N:2]1[CH2:38][CH2:37][CH2:36][CH2:35]1)[C:14]1[CH:15]=[CH:16][CH:17]=[CH:18][CH:19]=1.